Dataset: Forward reaction prediction with 1.9M reactions from USPTO patents (1976-2016). Task: Predict the product of the given reaction. Given the reactants [O:1]=[C:2]1[N:6]([C:7]2[CH:8]=[CH:9][C:10]3[C:16](=[O:17])[CH2:15][CH2:14][CH2:13][CH2:12][C:11]=3[CH:18]=2)[CH2:5][C@H:4]([CH2:19][NH:20][C:21](=[O:23])[CH3:22])[O:3]1.[CH3:24][S:25]([C:28]1[CH:35]=[CH:34][C:31]([CH:32]=O)=[CH:30][CH:29]=1)(=[O:27])=[O:26].N1CCCCC1, predict the reaction product. The product is: [CH3:24][S:25]([C:28]1[CH:35]=[CH:34][C:31]([CH:32]=[C:15]2[CH2:14][CH2:13][CH2:12][C:11]3[CH:18]=[C:7]([N:6]4[CH2:5][C@H:4]([CH2:19][NH:20][C:21](=[O:23])[CH3:22])[O:3][C:2]4=[O:1])[CH:8]=[CH:9][C:10]=3[C:16]2=[O:17])=[CH:30][CH:29]=1)(=[O:26])=[O:27].